From a dataset of Peptide-MHC class II binding affinity with 134,281 pairs from IEDB. Regression. Given a peptide amino acid sequence and an MHC pseudo amino acid sequence, predict their binding affinity value. This is MHC class II binding data. (1) The peptide sequence is HGSEEWEPLTKKGNVWEVKS. The MHC is DRB3_0202 with pseudo-sequence DRB3_0202. The binding affinity (normalized) is 0.0515. (2) The peptide sequence is FGQNTASIAATEAQY. The MHC is DRB3_0202 with pseudo-sequence DRB3_0202. The binding affinity (normalized) is 0.542. (3) The MHC is HLA-DPA10201-DPB11401 with pseudo-sequence HLA-DPA10201-DPB11401. The peptide sequence is NPMTVFWSKMAQSMT. The binding affinity (normalized) is 0.244.